This data is from Full USPTO retrosynthesis dataset with 1.9M reactions from patents (1976-2016). The task is: Predict the reactants needed to synthesize the given product. (1) The reactants are: Cl[CH2:2][CH2:3][NH:4][C:5]([NH:7][C:8]1[CH:13]=[CH:12][C:11]([O:14][CH3:15])=[CH:10][CH:9]=1)=[O:6].CC(C)([O-])C.[K+].Cl. Given the product [CH3:15][O:14][C:11]1[CH:12]=[CH:13][C:8]([N:7]2[CH2:2][CH2:3][NH:4][C:5]2=[O:6])=[CH:9][CH:10]=1, predict the reactants needed to synthesize it. (2) Given the product [NH:1]1[C:6]2=[N:7][CH:8]=[CH:9][C:5]2=[C:4]([N:10]2[CH2:11][CH2:12][CH:13]([NH:16][C:23]([C:20]3[CH:21]=[CH:22][N:17]=[CH:18][CH:19]=3)=[O:24])[CH2:14][CH2:15]2)[N:3]=[CH:2]1, predict the reactants needed to synthesize it. The reactants are: [N:1]1[C:6]2[NH:7][CH:8]=[CH:9][C:5]=2[C:4]([N:10]2[CH2:15][CH2:14][CH:13]([NH2:16])[CH2:12][CH2:11]2)=[N:3][CH:2]=1.[N:17]1[CH:22]=[CH:21][C:20]([C:23](O)=[O:24])=[CH:19][CH:18]=1.CN(C(ON1N=NC2C=CC=NC1=2)=[N+](C)C)C.F[P-](F)(F)(F)(F)F.C1C=NC2N(O)N=NC=2C=1.CCN(C(C)C)C(C)C. (3) Given the product [CH:27]12[O:32][CH:30]([CH2:29][CH2:28]1)[CH2:31][N:25]([C:18]1[N:17]=[C:16]([Cl:15])[N:21]=[C:20]3[N:22]([CH:34]4[CH2:39][CH2:38][N:37]([C:40]([O:42][C:43]([CH3:46])([CH3:45])[CH3:44])=[O:41])[CH2:36][CH2:35]4)[N:23]=[CH:24][C:19]=13)[CH2:26]2, predict the reactants needed to synthesize it. The reactants are: N(C(OC(C)C)=O)=NC(OC(C)C)=O.[Cl:15][C:16]1[N:21]=[C:20]2[NH:22][N:23]=[CH:24][C:19]2=[C:18]([N:25]2[CH2:31][CH:30]3[O:32][CH:27]([CH2:28][CH2:29]3)[CH2:26]2)[N:17]=1.O[CH:34]1[CH2:39][CH2:38][N:37]([C:40]([O:42][C:43]([CH3:46])([CH3:45])[CH3:44])=[O:41])[CH2:36][CH2:35]1.C1(P(C2C=CC=CC=2)C2C=CC=CC=2)C=CC=CC=1. (4) Given the product [CH2:1]([O:3][C:4](=[O:6])[CH2:5][O:20][C:19]1[CH:25]=[CH:26][C:16]([S:15][C:10]2[CH:9]=[C:8]([C:35]#[C:34][C:28]3[CH:33]=[CH:32][CH:31]=[CH:30][CH:29]=3)[CH:13]=[C:12]([OH:14])[CH:11]=2)=[CH:17][C:18]=1[CH3:27])[CH3:2], predict the reactants needed to synthesize it. The reactants are: [CH2:1]([O:3][C:4](=[O:6])[CH3:5])[CH3:2].Br[C:8]1[CH:9]=[C:10]([S:15][C:16]2[CH:26]=[CH:25][C:19]([O:20]CC(O)=O)=[C:18]([CH3:27])[CH:17]=2)[CH:11]=[C:12]([OH:14])[CH:13]=1.[C:28]1([C:34]#[CH:35])[CH:33]=[CH:32][CH:31]=[CH:30][CH:29]=1. (5) Given the product [CH3:8][C:4]1[CH:5]=[CH:6][CH:7]=[C:2]([CH3:1])[C:3]=1[C:9]1[CH:14]=[CH:13][CH:12]=[C:11]([CH:15]2[CH2:24][CH2:23][C:22]3[C:17](=[CH:18][CH:19]=[C:20]([CH2:25][CH2:26][C:27]([O:29][CH3:30])=[O:28])[CH:21]=3)[O:16]2)[CH:10]=1, predict the reactants needed to synthesize it. The reactants are: [CH3:1][C:2]1[CH:7]=[CH:6][CH:5]=[C:4]([CH3:8])[C:3]=1[C:9]1[CH:14]=[CH:13][CH:12]=[C:11]([CH:15]2[CH2:24][CH2:23][C:22]3[C:17](=[CH:18][CH:19]=[C:20](/[CH:25]=[CH:26]/[C:27]([O:29][CH3:30])=[O:28])[CH:21]=3)[O:16]2)[CH:10]=1. (6) Given the product [CH2:3]([O:5][C:6](=[O:12])[CH2:7][C:8](=[O:9])[CH2:10][O:17][C:13]([CH3:16])([CH3:15])[CH3:14])[CH3:4], predict the reactants needed to synthesize it. The reactants are: [H-].[Na+].[CH2:3]([O:5][C:6](=[O:12])[CH2:7][C:8]([CH2:10]Cl)=[O:9])[CH3:4].[C:13]([OH:17])([CH3:16])([CH3:15])[CH3:14]. (7) Given the product [O:15]1[CH2:24][CH2:25][N:26]=[C:14]1[C:7]1[NH:8][C:9]2[C:5]([C:6]=1[C:17]1[CH:22]=[CH:21][CH:20]=[CH:19][CH:18]=1)=[CH:4][C:3]([O:2][CH3:1])=[C:11]([O:12][CH3:13])[CH:10]=2, predict the reactants needed to synthesize it. The reactants are: [CH3:1][O:2][C:3]1[CH:4]=[C:5]2[C:9](=[CH:10][C:11]=1[O:12][CH3:13])[NH:8][C:7]([C:14](O)=[O:15])=[C:6]2[C:17]1[CH:22]=[CH:21][CH:20]=[CH:19][CH:18]=1.Br[CH2:24][CH2:25][NH2:26].C(N(CC)CC)C. (8) Given the product [CH3:1][C@H:2]1[CH2:11][CH2:10][C@@H:9]2[C@:4]([CH3:14])([CH2:5][CH2:6][CH2:7][C:8]2([CH3:13])[CH3:12])[C@H:3]1[CH2:15][C:16]([C:18]1[CH:23]=[C:22]([O:24][CH3:25])[CH:21]=[C:20]([OH:26])[CH:19]=1)=[O:17].[CH3:1][C@H:2]1[CH2:11][CH2:10][C@@H:9]2[C@:4]([CH3:14])([CH2:5][CH2:6][CH2:7][C:8]2([CH3:13])[CH3:12])[C@H:3]1[CH2:15][C:16]([C:18]1[CH:19]=[C:20]([OH:26])[CH:21]=[C:22]([OH:24])[CH:23]=1)=[O:17], predict the reactants needed to synthesize it. The reactants are: [CH3:1][C@H:2]1[CH2:11][CH2:10][C@@H:9]2[C@:4]([CH3:14])([CH2:5][CH2:6][CH2:7][C:8]2([CH3:13])[CH3:12])[C@H:3]1[CH2:15][C:16]([C:18]1[CH:23]=[C:22]([O:24][CH3:25])[CH:21]=[C:20]([O:26]C)[CH:19]=1)=[O:17].B(Br)(Br)Br.CO. (9) Given the product [C:3]12([C:15]3[C:14](=[CH2:9])[CH:18]=[CH:17][CH:16]=3)[CH2:4][CH:5]([CH2:6][CH2:7]1)[CH2:1][CH2:2]2, predict the reactants needed to synthesize it. The reactants are: [CH2:1]1[CH:5]2[CH2:6][C:7](=O)[CH:3]([CH2:4]2)[CH2:2]1.[CH3:9][O-].[Na+].CO.[CH:14]1[CH2:18][CH:17]=[CH:16][CH:15]=1. (10) Given the product [Cl:1][C:2]1[N:7]=[CH:6][N:5]=[C:4]([N:8]2[CH2:9][CH2:10][C:11](=[O:12])[CH2:16][CH2:17]2)[CH:3]=1, predict the reactants needed to synthesize it. The reactants are: [Cl:1][C:2]1[N:7]=[CH:6][N:5]=[C:4]([N:8]2[CH2:17][CH2:16][C:11]3(OCC[O:12]3)[CH2:10][CH2:9]2)[CH:3]=1.Cl.